Dataset: Reaction yield outcomes from USPTO patents with 853,638 reactions. Task: Predict the reaction yield, written as a fraction of the theoretical maximum amount of product (1.0 means a 100% yield; for example, 0.34 means a 34% yield). (1) The reactants are [CH3:1][N:2]([S:23]([C:26]1[CH:31]=[CH:30][CH:29]=[CH:28][N:27]=1)(=[O:25])=[O:24])[C:3]1[CH:4]=[C:5]([O:15][CH2:16][CH2:17][CH2:18][S:19]([CH3:22])(=[O:21])=[O:20])[CH:6]=[C:7]2[C:11]=1[NH:10][C:9]([C:12](O)=[O:13])=[CH:8]2.[CH2:32]([S:39][CH:40]([CH:43]([O:46][CH3:47])[O:44][CH3:45])[CH2:41][NH2:42])[C:33]1[CH:38]=[CH:37][CH:36]=[CH:35][CH:34]=1.N1(O)C2C=CC=CC=2N=N1.Cl.CN(C)CCCN=C=NCC. The catalyst is O.CN(C)C=O. The product is [CH2:32]([S:39][CH:40]([CH:43]([O:44][CH3:45])[O:46][CH3:47])[CH2:41][NH:42][C:12]([C:9]1[NH:10][C:11]2[C:7]([CH:8]=1)=[CH:6][C:5]([O:15][CH2:16][CH2:17][CH2:18][S:19]([CH3:22])(=[O:20])=[O:21])=[CH:4][C:3]=2[N:2]([CH3:1])[S:23]([C:26]1[CH:31]=[CH:30][CH:29]=[CH:28][N:27]=1)(=[O:24])=[O:25])=[O:13])[C:33]1[CH:38]=[CH:37][CH:36]=[CH:35][CH:34]=1. The yield is 0.870. (2) The reactants are [N:1]([CH2:4][C@@H:5]1[O:9][C:8](=[O:10])[N:7]([C:11]2[CH:29]=[CH:28][C:14]([C:15]([NH:17][NH:18][C:19](=O)[CH2:20][C:21]3[CH:26]=[CH:25][CH:24]=[CH:23][N:22]=3)=[O:16])=[C:13]([F:30])[CH:12]=2)[CH2:6]1)=[N+:2]=[N-:3].C(#N)C.O=P(Cl)(Cl)Cl. The catalyst is CN(C1C=CN=CC=1)C. The product is [N:1]([CH2:4][C@@H:5]1[O:9][C:8](=[O:10])[N:7]([C:11]2[CH:29]=[CH:28][C:14]([C:15]3[O:16][C:19]([CH2:20][C:21]4[CH:26]=[CH:25][CH:24]=[CH:23][N:22]=4)=[N:18][N:17]=3)=[C:13]([F:30])[CH:12]=2)[CH2:6]1)=[N+:2]=[N-:3]. The yield is 0.650. (3) The reactants are [CH3:1][C:2]1[C:6]([CH2:7][N:8]2[CH:12]=[C:11]([N:13]3[C:17](=[O:18])[C:16]([CH3:20])([CH3:19])[NH:15][C:14]3=[O:21])[CH:10]=[N:9]2)=[C:5]([CH3:22])[O:4][N:3]=1.Br[CH2:24][C:25]1[CH:30]=[CH:29][C:28]([F:31])=[CH:27][CH:26]=1. No catalyst specified. The product is [CH3:1][C:2]1[C:6]([CH2:7][N:8]2[CH:12]=[C:11]([N:13]3[C:17](=[O:18])[C:16]([CH3:19])([CH3:20])[N:15]([CH2:24][C:25]4[CH:30]=[CH:29][C:28]([F:31])=[CH:27][CH:26]=4)[C:14]3=[O:21])[CH:10]=[N:9]2)=[C:5]([CH3:22])[O:4][N:3]=1. The yield is 0.400. (4) The reactants are [NH2:1][C@H:2]([CH2:7][OH:8])[CH2:3][CH2:4][S:5][CH3:6].[CH3:9][N:10]1[CH2:15][CH2:14][N:13]([C:16]2[S:17][CH:18]=[C:19]([C:21]3[CH:26]=[CH:25][C:24]([C:27]4[O:31][C:30](=[O:32])[C:29]5([CH2:37][CH2:36][CH2:35][CH2:34][CH2:33]5)[N:28]=4)=[CH:23][CH:22]=3)[N:20]=2)[CH2:12][CH2:11]1. The catalyst is CN(C)C=O. The product is [CH3:9][N:10]1[CH2:15][CH2:14][N:13]([C:16]2[S:17][CH:18]=[C:19]([C:21]3[CH:22]=[CH:23][C:24]([C:27]([NH:28][C:29]4([C:30]([NH:1][C@H:2]([CH2:7][OH:8])[CH2:3][CH2:4][S:5][CH3:6])=[O:32])[CH2:33][CH2:34][CH2:35][CH2:36][CH2:37]4)=[O:31])=[CH:25][CH:26]=3)[N:20]=2)[CH2:12][CH2:11]1. The yield is 0.860. (5) The catalyst is CN(C=O)C.[Pd].CCOC(C)=O. The reactants are [N:1]([CH2:4][C:5]([C:7]1[CH:8]=[C:9]2[C:13](=[CH:14][CH:15]=1)[NH:12][C:11](=[O:16])[CH2:10]2)=[O:6])=[N+]=[N-].[C:17](Cl)(=O)[C:18]1[CH:23]=[CH:22][CH:21]=[CH:20][CH:19]=1.CCN(C(C)C)C(C)C.O. The yield is 0.240. The product is [C:18]1([C:17]2[O:6][C:5]([C:7]3[CH:8]=[C:9]4[C:13](=[CH:14][CH:15]=3)[NH:12][C:11](=[O:16])[CH2:10]4)=[CH:4][N:1]=2)[CH:23]=[CH:22][CH:21]=[CH:20][CH:19]=1. (6) The reactants are [CH2:1]([S:11]([CH2:14]/[CH:15]=[C:16](/[CH2:18][CH2:19][CH:20]=C(C)C)\C)(=[O:13])=[O:12])/[CH:2]=[C:3](/[CH2:5][CH2:6][CH:7]=[C:8]([CH3:10])[CH3:9])\[CH3:4].CC([O-:28])(C)C.[K+].[CH2:30](Br)/[CH:31]=[C:32](/[CH2:34][CH2:35][CH:36]=[C:37]([CH3:39])C)\[CH3:33].CN([CH:44]=[O:45])C. No catalyst specified. The product is [C:14]1([S:11]([CH:1]([CH2:30][CH:31]=[C:32]([CH3:33])[CH2:34][CH2:35][CH:36]=[C:37]([CH3:39])[CH:44]=[O:45])[CH:2]=[C:3]([CH3:4])[CH2:5][CH2:6][CH:7]=[C:8]([CH3:9])[CH:10]=[O:28])(=[O:12])=[O:13])[CH:15]=[CH:16][CH:18]=[CH:19][CH:20]=1. The yield is 0.950. (7) The reactants are Cl.CN(C)CCCN=C=NCC.ON1C2C=CC=CC=2N=N1.[F:23][C:24]1[CH:25]=[C:26]([CH:30]=[CH:31][C:32]=1[N+:33]([O-:35])=[O:34])[C:27]([OH:29])=O.[CH2:36]([NH:41][CH2:42][CH2:43][CH:44]([CH3:46])[CH3:45])[CH2:37][CH:38]([CH3:40])[CH3:39]. The catalyst is C(Cl)(Cl)Cl.C1COCC1. The product is [F:23][C:24]1[CH:25]=[C:26]([CH:30]=[CH:31][C:32]=1[N+:33]([O-:35])=[O:34])[C:27]([N:41]([CH2:42][CH2:43][CH:44]([CH3:46])[CH3:45])[CH2:36][CH2:37][CH:38]([CH3:39])[CH3:40])=[O:29]. The yield is 0.650. (8) The reactants are [CH3:1][C:2]1[CH:10]=[C:9]([Br:11])[CH:8]=[CH:7][C:3]=1[C:4]([OH:6])=[O:5].[CH3:12][C:13]([CH3:17])([CH3:16])[CH2:14]O.N1C=CC=CC=1. No catalyst specified. The product is [CH3:1][C:2]1[CH:10]=[C:9]([Br:11])[CH:8]=[CH:7][C:3]=1[C:4]([O:6][CH2:12][C:13]([CH3:17])([CH3:16])[CH3:14])=[O:5]. The yield is 0.680. (9) The reactants are [Cl:1][C:2]1[CH:3]=[C:4]([CH:33]=[CH:34][C:35]=1[OH:36])[CH2:5][NH:6][C:7]1[N:12]=[C:11]([O:13][CH2:14][C:15]([F:18])([F:17])[F:16])[N:10]=[C:9]([NH:19][C:20]2[CH:32]=[CH:31][C:23]([C:24]([O:26][C:27]([CH3:30])([CH3:29])[CH3:28])=[O:25])=[CH:22][CH:21]=2)[N:8]=1.C(=O)([O-])[O-].[K+].[K+].[Br:43][CH2:44][CH2:45][CH2:46]Br. The catalyst is CC(C)=O. The product is [Br:43][CH2:44][CH2:45][CH2:46][O:36][C:35]1[CH:34]=[CH:33][C:4]([CH2:5][NH:6][C:7]2[N:12]=[C:11]([O:13][CH2:14][C:15]([F:17])([F:16])[F:18])[N:10]=[C:9]([NH:19][C:20]3[CH:32]=[CH:31][C:23]([C:24]([O:26][C:27]([CH3:29])([CH3:30])[CH3:28])=[O:25])=[CH:22][CH:21]=3)[N:8]=2)=[CH:3][C:2]=1[Cl:1]. The yield is 0.780. (10) The reactants are [ClH:1].C(O[C:5](=[NH:14])[C:6]1[CH:11]=[CH:10][C:9]([Br:12])=[CH:8][C:7]=1[F:13])C.[NH3:15]. No catalyst specified. The product is [ClH:1].[Br:12][C:9]1[CH:10]=[CH:11][C:6]([C:5]([NH2:14])=[NH:15])=[C:7]([F:13])[CH:8]=1. The yield is 1.00.